This data is from Forward reaction prediction with 1.9M reactions from USPTO patents (1976-2016). The task is: Predict the product of the given reaction. (1) The product is: [Cl:1][C:2]1[CH:9]=[CH:8][C:5]([CH:6]([C:15]2[CH:17]=[CH:6][C:5]([CH2:8][O:13][CH3:11])=[CH:4][CH:14]=2)[OH:7])=[CH:4][CH:3]=1. Given the reactants [Cl:1][C:2]1[CH:9]=[CH:8][C:5]([CH:6]=[O:7])=[CH:4][CH:3]=1.O.[C:11](=[O:13])=O.[CH3:14][C:15]([CH3:17])=O, predict the reaction product. (2) Given the reactants [CH:1]1[C:13]2[NH:12][C:11]3[C:6](=[CH:7][CH:8]=[CH:9][CH:10]=3)[C:5]=2[CH:4]=[C:3]([C:14]([OH:16])=O)[CH:2]=1.[NH2:17][N:18]1[CH2:23][CH2:22][CH2:21][CH2:20][CH2:19]1, predict the reaction product. The product is: [CH2:3]([N:12]1[C:13]2[CH:1]=[CH:2][C:3]([C:14]([NH:17][N:18]3[CH2:23][CH2:22][CH2:21][CH2:20][CH2:19]3)=[O:16])=[CH:4][C:5]=2[C:6]2[C:11]1=[CH:10][CH:9]=[CH:8][CH:7]=2)[CH2:2][CH2:1][CH2:13][CH3:5]. (3) Given the reactants [CH3:1][C:2]1[C:3]([CH3:29])=[CH:4][C:5]2[N:14]([CH2:15][CH2:16][N:17]3[CH2:22][CH2:21][CH:20]([C:23]([OH:25])=[O:24])[CH2:19][CH2:18]3)[C:13]3[C:8]([C:9](=[O:27])[NH:10][C:11](=[O:26])[N:12]=3)=[N:7][C:6]=2[CH:28]=1.[CH2:30](Cl)[C:31]1[CH:36]=[CH:35][CH:34]=[CH:33][CH:32]=1.CCN(C(C)C)C(C)C, predict the reaction product. The product is: [CH3:1][C:2]1[C:3]([CH3:29])=[CH:4][C:5]2[N:14]([CH2:15][CH2:16][N:17]3[CH2:22][CH2:21][CH:20]([C:23]([O:25][CH2:30][C:31]4[CH:36]=[CH:35][CH:34]=[CH:33][CH:32]=4)=[O:24])[CH2:19][CH2:18]3)[C:13]3[C:8]([C:9](=[O:27])[NH:10][C:11](=[O:26])[N:12]=3)=[N:7][C:6]=2[CH:28]=1. (4) Given the reactants [CH2:1]([O:3][C:4](=[O:12])[C:5]1[CH:10]=[CH:9][CH:8]=[C:7](Br)[CH:6]=1)[CH3:2].C1(C)C=CC=CC=1.[F:20][C:21]([F:33])([F:32])[O:22][C:23]1[CH:28]=[CH:27][CH:26]=[CH:25][C:24]=1B(O)O.C(=O)([O-])[O-].[Na+].[Na+], predict the reaction product. The product is: [CH2:1]([O:3][C:4](=[O:12])[C:5]1[CH:10]=[CH:9][CH:8]=[C:7]([C:24]2[CH:25]=[CH:26][CH:27]=[CH:28][C:23]=2[O:22][C:21]([F:20])([F:33])[F:32])[CH:6]=1)[CH3:2]. (5) The product is: [Br:1][C:2]1[CH:3]=[C:4]2[C:9](=[CH:10][CH:11]=1)[C:8](=[O:7])[N:32]([CH2:31][C:30]1[CH:29]=[CH:28][C:27]([S:23](=[O:25])(=[O:26])[NH2:24])=[CH:34][CH:33]=1)[C:6]([C:13]([OH:15])=[O:14])=[C:5]2[C:16]1[CH:21]=[CH:20][CH:19]=[CH:18][CH:17]=1. Given the reactants [Br:1][C:2]1[CH:3]=[C:4]2[C:9](=[CH:10][CH:11]=1)[C:8](=O)[O:7][C:6]([C:13]([OH:15])=[O:14])=[C:5]2[C:16]1[CH:21]=[CH:20][CH:19]=[CH:18][CH:17]=1.Cl.[S:23]([C:27]1[CH:34]=[CH:33][C:30]([CH2:31][NH2:32])=[CH:29][CH:28]=1)(=[O:26])(=[O:25])[NH2:24], predict the reaction product. (6) Given the reactants CS[C:3]1[N:8]=[C:7]([C:9]2[CH:14]=[CH:13][C:12]([Cl:15])=[CH:11][C:10]=2[Cl:16])[C:6]([C:17]2[CH:22]=[CH:21][C:20]([Cl:23])=[CH:19][CH:18]=2)=[CH:5][N:4]=1.[CH3:24][CH:25]([OH:33])[C:26]1[CH:31]=[CH:30][C:29]([F:32])=[CH:28][CH:27]=1, predict the reaction product. The product is: [CH3:24][CH:25]([O:33][C:3]1[N:8]=[C:7]([C:9]2[CH:14]=[CH:13][C:12]([Cl:15])=[CH:11][C:10]=2[Cl:16])[C:6]([C:17]2[CH:22]=[CH:21][C:20]([Cl:23])=[CH:19][CH:18]=2)=[CH:5][N:4]=1)[C:26]1[CH:31]=[CH:30][C:29]([F:32])=[CH:28][CH:27]=1. (7) Given the reactants [Br:1][C:2]1[N:3]=[C:4]([O:9][CH3:10])[C:5]([NH2:8])=[N:6][CH:7]=1.[I:11][C:12]1[CH:17]=[CH:16][CH:15]=[CH:14][C:13]=1[S:18](Cl)(=[O:20])=[O:19], predict the reaction product. The product is: [Br:1][C:2]1[N:3]=[C:4]([O:9][CH3:10])[C:5]([NH:8][S:18]([C:13]2[CH:14]=[CH:15][CH:16]=[CH:17][C:12]=2[I:11])(=[O:20])=[O:19])=[N:6][CH:7]=1. (8) The product is: [C:17]([N:14]1[CH2:13][CH2:12][N:11]([C:3]2[CH:4]=[CH:5][C:6]([N+:8]([O-:10])=[O:9])=[CH:7][C:2]=2[NH:1][C:33]2[CH:38]=[CH:37][CH:36]=[CH:35][CH:34]=2)[CH2:16][CH2:15]1)(=[O:18])[C:19]1[CH:20]=[CH:21][CH:22]=[CH:23][CH:24]=1. Given the reactants [NH2:1][C:2]1[CH:7]=[C:6]([N+:8]([O-:10])=[O:9])[CH:5]=[CH:4][C:3]=1[N:11]1[CH2:16][CH2:15][N:14]([C:17]([C:19]2[CH:24]=[CH:23][CH:22]=[CH:21][CH:20]=2)=[O:18])[CH2:13][CH2:12]1.P([O-])([O-])([O-])=O.[K+].[K+].[K+].[C:33]1(B(O)O)[CH:38]=[CH:37][CH:36]=[CH:35][CH:34]=1, predict the reaction product.